From a dataset of TCR-epitope binding with 47,182 pairs between 192 epitopes and 23,139 TCRs. Binary Classification. Given a T-cell receptor sequence (or CDR3 region) and an epitope sequence, predict whether binding occurs between them. (1) The TCR CDR3 sequence is CASSSVETQYF. Result: 0 (the TCR does not bind to the epitope). The epitope is FTISVTTEIL. (2) The epitope is VLAWLYAAV. The TCR CDR3 sequence is CASSLGDAGATGELFF. Result: 1 (the TCR binds to the epitope). (3) The epitope is ILKEPVHGV. The TCR CDR3 sequence is CASSPDREATQYF. Result: 0 (the TCR does not bind to the epitope). (4) The epitope is AYILFTRFFYV. The TCR CDR3 sequence is CASSFGMAWDRVNTEAFF. Result: 0 (the TCR does not bind to the epitope). (5) The epitope is ILHCANFNV. The TCR CDR3 sequence is CASTWTSAGELFF. Result: 1 (the TCR binds to the epitope). (6) The epitope is LLWNGPMAV. Result: 1 (the TCR binds to the epitope). The TCR CDR3 sequence is CASSYRVSPYNEQFF. (7) Result: 0 (the TCR does not bind to the epitope). The TCR CDR3 sequence is CASSPDLETMGYTF. The epitope is LPPAYTNSF. (8) The epitope is FIAGLIAIV. The TCR CDR3 sequence is CSASAGNEQYF. Result: 1 (the TCR binds to the epitope). (9) The epitope is FLNGSCGSV. The TCR CDR3 sequence is CASSFGGHGYTF. Result: 1 (the TCR binds to the epitope). (10) The epitope is KLPDDFTGCV. The TCR CDR3 sequence is CASSLDQLAGGLGNEQFF. Result: 0 (the TCR does not bind to the epitope).